This data is from Forward reaction prediction with 1.9M reactions from USPTO patents (1976-2016). The task is: Predict the product of the given reaction. (1) Given the reactants [Br:1][C:2]1[CH:3]=[CH:4][C:5]([OH:21])=[C:6]([C:8]([C:10]2[CH:11]=[N:12][N:13]([C:15]3[CH:20]=[CH:19][CH:18]=[CH:17][CH:16]=3)[CH:14]=2)=[O:9])[CH:7]=1.Br[CH2:23][C:24]([O:26][CH2:27][CH3:28])=[O:25], predict the reaction product. The product is: [Br:1][C:2]1[CH:3]=[CH:4][C:5]([O:21][CH2:23][C:24]([O:26][CH2:27][CH3:28])=[O:25])=[C:6]([C:8]([C:10]2[CH:11]=[N:12][N:13]([C:15]3[CH:20]=[CH:19][CH:18]=[CH:17][CH:16]=3)[CH:14]=2)=[O:9])[CH:7]=1. (2) Given the reactants Br[C:2]1[CH:3]=[CH:4][C:5]2=[C:6]([CH:37]=1)[N:7]=[C:8]([NH:29][C:30](=[O:36])[O:31][C:32]([CH3:35])([CH3:34])[CH3:33])[CH2:9][C:10]([C:12](=[O:28])[N:13]([CH2:17][CH2:18][CH2:19][O:20][Si:21]([C:24]([CH3:27])([CH3:26])[CH3:25])([CH3:23])[CH3:22])[CH2:14][CH2:15][CH3:16])=[CH:11]2.CC1(C)C(C)(C)OB([C:46]2[CH:51]=[CH:50][C:49]([CH2:52][C:53]([O:55][CH2:56][CH2:57][CH2:58][CH3:59])=[O:54])=[CH:48][CH:47]=2)O1.C(=O)([O-])[O-].[K+].[K+], predict the reaction product. The product is: [C:32]([O:31][C:30]([NH:29][C:8]1[CH2:9][C:10]([C:12](=[O:28])[N:13]([CH2:17][CH2:18][CH2:19][O:20][Si:21]([C:24]([CH3:27])([CH3:26])[CH3:25])([CH3:23])[CH3:22])[CH2:14][CH2:15][CH3:16])=[CH:11][C:5]2[CH:4]=[CH:3][C:2]([C:46]3[CH:47]=[CH:48][C:49]([CH2:52][C:53]([O:55][CH2:56][CH2:57][CH2:58][CH3:59])=[O:54])=[CH:50][CH:51]=3)=[CH:37][C:6]=2[N:7]=1)=[O:36])([CH3:34])([CH3:33])[CH3:35]. (3) Given the reactants [F:1][C:2]([F:34])([F:33])[C:3]1[CH:28]=[C:27]([C:29]([F:32])([F:31])[F:30])[CH:26]=[CH:25][C:4]=1[CH2:5][N:6]1[C:14]2[C:9](=[CH:10][C:11]([CH:15]=[C:16]3[S:20][C:19](SCC)=[N:18][C:17]3=[O:24])=[CH:12][CH:13]=2)[CH:8]=[N:7]1.[NH:35]1[CH2:40][CH2:39][NH:38][CH2:37][CH:36]1[C:41]([NH2:43])=[O:42], predict the reaction product. The product is: [F:34][C:2]([F:1])([F:33])[C:3]1[CH:28]=[C:27]([C:29]([F:30])([F:32])[F:31])[CH:26]=[CH:25][C:4]=1[CH2:5][N:6]1[C:14]2[C:9](=[CH:10][C:11]([CH:15]=[C:16]3[S:20][C:19]([N:38]4[CH2:39][CH2:40][NH:35][CH:36]([C:41]([NH2:43])=[O:42])[CH2:37]4)=[N:18][C:17]3=[O:24])=[CH:12][CH:13]=2)[CH:8]=[N:7]1. (4) Given the reactants [Cl:1][C:2]1[C:3]([O:12][C:13]2[CH:18]=[C:17]([OH:19])[CH:16]=[CH:15][C:14]=2[CH2:20][CH2:21][C:22]([O:24][CH2:25][CH3:26])=[O:23])=[N:4][CH:5]=[C:6]([C:8]([F:11])([F:10])[F:9])[CH:7]=1.[CH2:27](O)[CH2:28][CH2:29][CH3:30].C(P(CCCC)CCCC)CCC.N(C(N1CCCCC1)=O)=NC(N1CCCCC1)=O, predict the reaction product. The product is: [CH2:27]([O:19][C:17]1[CH:16]=[CH:15][C:14]([CH2:20][CH2:21][C:22]([O:24][CH2:25][CH3:26])=[O:23])=[C:13]([O:12][C:3]2[C:2]([Cl:1])=[CH:7][C:6]([C:8]([F:9])([F:11])[F:10])=[CH:5][N:4]=2)[CH:18]=1)[CH2:28][CH2:29][CH3:30].